From a dataset of Reaction yield outcomes from USPTO patents with 853,638 reactions. Predict the reaction yield, written as a fraction of the theoretical maximum amount of product (1.0 means a 100% yield; for example, 0.34 means a 34% yield). (1) The product is [Br:3][C:4]1[CH:10]=[C:9]([F:11])[C:7]([NH:8][C:14]2[C:23]3[C:18](=[CH:19][C:20]([O:26][CH2:27][CH:28]4[CH2:33][CH2:32][N:31]([CH3:34])[CH2:30][CH2:29]4)=[C:21]([O:24][CH3:25])[CH:22]=3)[N:17]=[CH:16][N:15]=2)=[C:6]([F:12])[CH:5]=1. The catalyst is CN(C=O)C. The yield is 0.700. The reactants are [H-].[Na+].[Br:3][C:4]1[CH:10]=[C:9]([F:11])[C:7]([NH2:8])=[C:6]([F:12])[CH:5]=1.Cl[C:14]1[C:23]2[C:18](=[CH:19][C:20]([O:26][CH2:27][CH:28]3[CH2:33][CH2:32][N:31]([CH3:34])[CH2:30][CH2:29]3)=[C:21]([O:24][CH3:25])[CH:22]=2)[N:17]=[CH:16][N:15]=1. (2) The reactants are Br[C:2]1[C:10]2[C:6](=[N:7][O:8][N:9]=2)[CH:5]=[C:4]([Br:11])[CH:3]=1.[F:12][C:13]1[CH:21]=[CH:20][C:16]([CH2:17][NH:18][CH3:19])=[CH:15][CH:14]=1.CN1C(=O)CCC1.CCN(C(C)C)C(C)C. The catalyst is O.CCOC(C)=O. The product is [Br:11][C:4]1[CH:3]=[C:2]([N:18]([CH2:17][C:16]2[CH:20]=[CH:21][C:13]([F:12])=[CH:14][CH:15]=2)[CH3:19])[C:10]2[C:6]([CH:5]=1)=[N:7][O:8][N:9]=2. The yield is 0.470.